From a dataset of Forward reaction prediction with 1.9M reactions from USPTO patents (1976-2016). Predict the product of the given reaction. (1) Given the reactants [N:1]1[CH:6]=[CH:5][C:4]([C:7]2[C:15]3[C:10](=[CH:11][CH:12]=[C:13]([N:16]4[CH:20]=[CH:19][C:18]([CH:21]5[CH2:26][CH2:25][CH2:24][N:23]([C:27](OC(C)(C)C)=O)[CH2:22]5)=[N:17]4)[CH:14]=3)[NH:9][N:8]=2)=[CH:3][CH:2]=1.[F:34][C:35]1[CH:42]=[CH:41][CH:40]=[C:39]([O:43][CH3:44])[C:36]=1C=O.C(O[BH-](OC(=O)C)OC(=O)C)(=O)C.[Na+], predict the reaction product. The product is: [F:34][C:35]1[CH:42]=[CH:41][CH:40]=[C:39]([O:43][CH3:44])[C:36]=1[CH2:27][N:23]1[CH2:24][CH2:25][CH2:26][CH:21]([C:18]2[CH:19]=[CH:20][N:16]([C:13]3[CH:14]=[C:15]4[C:10](=[CH:11][CH:12]=3)[NH:9][N:8]=[C:7]4[C:4]3[CH:3]=[CH:2][N:1]=[CH:6][CH:5]=3)[N:17]=2)[CH2:22]1. (2) Given the reactants COC(=O)[C:4]1[CH:9]=[CH:8][CH:7]=[C:6]([NH:10][C:11](=[O:38])[CH2:12][N:13]2[N:19]=[C:18]([CH:20]3[CH2:25][CH2:24][CH2:23][CH2:22][CH2:21]3)[C:17]3[CH:26]=[CH:27][CH:28]=[CH:29][C:16]=3[N:15]([CH2:30][C:31](=[O:36])[C:32]([CH3:35])([CH3:34])[CH3:33])[C:14]2=[O:37])[CH:5]=1.C1(C2C3C=CC=CC=3N(CC(C3CCCC3)=O)C(=O)N(CC(O)=O)N=2)CCCCC1.[C:70]([O:74][C:75](=[O:85])[N:76](C1C=CC=C(N)C=1)[CH3:77])([CH3:73])([CH3:72])[CH3:71].C1(C2C3C=CC=CC=3N(CC(=O)C(C)(C)C)C(=O)N(CC(O)=O)N=2)CCCCC1.COC(=O)C1C=CC=C(N)C=1, predict the reaction product. The product is: [C:70]([O:74][C:75](=[O:85])[N:76]([C:4]1[CH:9]=[CH:8][CH:7]=[C:6]([NH:10][C:11](=[O:38])[CH2:12][N:13]2[N:19]=[C:18]([CH:17]3[CH2:16][CH2:29][CH2:28][CH2:27][CH2:26]3)[C:20]3[CH:21]=[CH:22][CH:23]=[CH:24][C:25]=3[N:15]([CH2:30][C:31](=[O:36])[C:32]([CH3:34])([CH3:35])[CH3:33])[C:14]2=[O:37])[CH:5]=1)[CH3:77])([CH3:73])([CH3:72])[CH3:71]. (3) Given the reactants [CH3:1][C:2]1([NH:12][CH2:13][C:14]2[C:15]([CH3:20])=[N:16][CH:17]=[CH:18][CH:19]=2)[CH2:7][CH2:6][N:5]([CH2:8][C:9]([OH:11])=O)[CH2:4][CH2:3]1.[CH3:21][C:22]1[CH:27]=[C:26]([CH3:28])[CH:25]=[CH:24][C:23]=1[CH:29]([C:31]1[CH:36]=[CH:35][CH:34]=[CH:33][CH:32]=1)[NH2:30], predict the reaction product. The product is: [CH3:21][C:22]1[CH:27]=[C:26]([CH3:28])[CH:25]=[CH:24][C:23]=1[CH:29]([C:31]1[CH:36]=[CH:35][CH:34]=[CH:33][CH:32]=1)[NH:30][C:9](=[O:11])[CH2:8][N:5]1[CH2:4][CH2:3][C:2]([CH3:1])([NH:12][CH2:13][C:14]2[C:15]([CH3:20])=[N:16][CH:17]=[CH:18][CH:19]=2)[CH2:7][CH2:6]1. (4) The product is: [C:34]([C:31]1[CH:32]=[CH:33][C:28]([C:26]2[N:21]=[C:22]([NH:1][CH:2]3[CH2:7][CH2:6][CH:5]([C:8]([OH:10])=[O:9])[CH2:4][CH2:3]3)[S:23][CH:25]=2)=[CH:29][CH:30]=1)#[N:35]. Given the reactants [NH2:1][C@@H:2]1[CH2:7][CH2:6][C@H:5]([C:8]([OH:10])=[O:9])[CH2:4][CH2:3]1.[OH-].[Li+].C([N:21]=[C:22]=[S:23])(=O)C1C=CC=CC=1.Br[CH2:25][C:26]([C:28]1[CH:33]=[CH:32][C:31]([C:34]#[N:35])=[CH:30][CH:29]=1)=O, predict the reaction product. (5) Given the reactants C[O:2][C:3]([C:5]1[CH:6]=[CH:7][C:8]2[N:9]([CH2:24][C:25]3[CH:30]=[CH:29][CH:28]=[C:27](F)[CH:26]=3)[C:10]3[CH2:11][CH2:12][C@@H:13]([NH:18][C:19](=[O:23])[CH:20]([CH3:22])[CH3:21])[CH2:14][C:15]=3[C:16]=2[CH:17]=1)=[O:4].[Li+].[OH-], predict the reaction product. The product is: [CH2:24]([N:9]1[C:8]2[CH:7]=[CH:6][C:5]([C:3]([OH:4])=[O:2])=[CH:17][C:16]=2[C:15]2[CH2:14][CH:13]([NH:18][C:19](=[O:23])[CH:20]([CH3:21])[CH3:22])[CH2:12][CH2:11][C:10]1=2)[C:25]1[CH:30]=[CH:29][CH:28]=[CH:27][CH:26]=1.